Task: Predict the reaction yield, written as a fraction of the theoretical maximum amount of product (1.0 means a 100% yield; for example, 0.34 means a 34% yield).. Dataset: Reaction yield outcomes from USPTO patents with 853,638 reactions (1) The reactants are [C:1]([O:5][C:6]([C:8]1[C:9]([C:23]2[CH:28]=[CH:27][C:26]([C:29]3([C:32]([O:34][CH2:35][CH3:36])=[O:33])[CH2:31][CH2:30]3)=[CH:25][CH:24]=2)=[CH:10][CH:11]=[C:12](B2OC(C)(C)C(C)(C)O2)[CH:13]=1)=[O:7])([CH3:4])([CH3:3])[CH3:2].Br[C:38]1[S:39][CH:40]=[CH:41][C:42]=1[C:43]([NH2:45])=[O:44].C(=O)([O-])[O-].[Na+].[Na+].O. The catalyst is O1CCOCC1.C1C=CC([P]([Pd]([P](C2C=CC=CC=2)(C2C=CC=CC=2)C2C=CC=CC=2)([P](C2C=CC=CC=2)(C2C=CC=CC=2)C2C=CC=CC=2)[P](C2C=CC=CC=2)(C2C=CC=CC=2)C2C=CC=CC=2)(C2C=CC=CC=2)C2C=CC=CC=2)=CC=1. The product is [C:1]([O:5][C:6]([C:8]1[C:9]([C:23]2[CH:28]=[CH:27][C:26]([C:29]3([C:32]([O:34][CH2:35][CH3:36])=[O:33])[CH2:30][CH2:31]3)=[CH:25][CH:24]=2)=[CH:10][CH:11]=[C:12]([C:38]2[S:39][CH:40]=[CH:41][C:42]=2[C:43](=[O:44])[NH2:45])[CH:13]=1)=[O:7])([CH3:3])([CH3:4])[CH3:2]. The yield is 0.950. (2) The yield is 0.900. The catalyst is O. The reactants are [CH2:1]([N+:11]([CH2:14][CH2:15][CH2:16][CH2:17][CH2:18][CH2:19][CH2:20][CH2:21][CH2:22][CH3:23])([CH3:13])[CH3:12])[CH2:2][CH2:3][CH2:4][CH2:5][CH2:6][CH2:7][CH2:8][CH2:9][CH3:10].[C:24]([O-:33])(=[O:32])[C:25]1[C:26](=[CH:28][CH:29]=[CH:30][CH:31]=1)[OH:27].[Na+]. The product is [C:24]([O-:33])(=[O:32])[C:25]1[C:26](=[CH:28][CH:29]=[CH:30][CH:31]=1)[OH:27].[CH2:14]([N+:11]([CH2:1][CH2:2][CH2:3][CH2:4][CH2:5][CH2:6][CH2:7][CH2:8][CH2:9][CH3:10])([CH3:13])[CH3:12])[CH2:15][CH2:16][CH2:17][CH2:18][CH2:19][CH2:20][CH2:21][CH2:22][CH3:23].